Dataset: Forward reaction prediction with 1.9M reactions from USPTO patents (1976-2016). Task: Predict the product of the given reaction. (1) Given the reactants [C:1]([C:5]1[O:9][N:8]=[C:7]([C:10]2[CH:26]=[CH:25][C:13]3[C:14]4[CH:20]=[C:19]([S:21](O)(=[O:23])=[O:22])[CH:18]=[CH:17][C:15]=4[O:16][C:12]=3[CH:11]=2)[N:6]=1)([CH3:4])([CH3:3])[CH3:2].S(Cl)([Cl:29])=O, predict the reaction product. The product is: [C:1]([C:5]1[O:9][N:8]=[C:7]([C:10]2[CH:26]=[CH:25][C:13]3[C:14]4[CH:20]=[C:19]([S:21]([Cl:29])(=[O:23])=[O:22])[CH:18]=[CH:17][C:15]=4[O:16][C:12]=3[CH:11]=2)[N:6]=1)([CH3:4])([CH3:3])[CH3:2]. (2) Given the reactants Br[C:2]1[CH:7]=[CH:6][C:5]([CH2:8][S:9]([CH3:12])(=[O:11])=[O:10])=[C:4]([F:13])[CH:3]=1.Cl[CH:15]([CH3:21])[C:16]([O:18][CH2:19][CH3:20])=[O:17].Cl, predict the reaction product. The product is: [F:13][C:4]1[CH:3]=[C:2]([CH:15]([CH3:21])[C:16]([O:18][CH2:19][CH3:20])=[O:17])[CH:7]=[CH:6][C:5]=1[CH2:8][S:9]([CH3:12])(=[O:11])=[O:10]. (3) Given the reactants [CH2:1]=[CH:2][C:3]1[CH:8]=[CH:7][CH:6]=[CH:5][CH:4]=1.CN(C1CCCCC1)C1CCCCC1.I[C:24]1[CH:29]=[CH:28][C:27]([O:30][C:31](=[O:40])[N:32]([CH3:39])[C:33]2[CH:38]=[CH:37][CH:36]=[CH:35][CH:34]=2)=[CH:26][CH:25]=1, predict the reaction product. The product is: [CH:1]([C:24]1[CH:25]=[CH:26][C:27]([O:30][C:31](=[O:40])[N:32]([CH3:39])[C:33]2[CH:38]=[CH:37][CH:36]=[CH:35][CH:34]=2)=[CH:28][CH:29]=1)=[CH:2][C:3]1[CH:8]=[CH:7][CH:6]=[CH:5][CH:4]=1.